Dataset: Catalyst prediction with 721,799 reactions and 888 catalyst types from USPTO. Task: Predict which catalyst facilitates the given reaction. Reactant: [C:1]([C:3]1[N:4]=[CH:5][C:6]([NH:18][C@H:19]([CH2:23][CH:24]([CH3:26])[CH3:25])[C:20]([NH2:22])=[O:21])=[N:7][C:8]=1[NH:9][C:10]1[CH:15]=[CH:14][C:13]([C:16]#[N:17])=[CH:12][CH:11]=1)#[N:2].[OH-:27].[Na+].[OH:29]O.CC(O)=O. Product: [NH2:22][C:20](=[O:21])[C@H:19]([NH:18][C:6]1[N:7]=[C:8]([NH:9][C:10]2[CH:11]=[CH:12][C:13]([C:16](=[O:29])[NH2:17])=[CH:14][CH:15]=2)[C:3]([C:1]([NH2:2])=[O:27])=[N:4][CH:5]=1)[CH2:23][CH:24]([CH3:26])[CH3:25]. The catalyst class is: 593.